The task is: Predict the reactants needed to synthesize the given product.. This data is from Full USPTO retrosynthesis dataset with 1.9M reactions from patents (1976-2016). (1) Given the product [CH3:1][O:2][C:3]1[CH:4]=[C:5]2[C:9](=[CH:10][C:11]=1[C:12]([F:15])([F:13])[F:14])[NH:8][CH2:7][CH2:6]2, predict the reactants needed to synthesize it. The reactants are: [CH3:1][O:2][C:3]1[CH:4]=[C:5]2[C:9](=[CH:10][C:11]=1[C:12]([F:15])([F:14])[F:13])[NH:8][CH:7]=[CH:6]2.C([BH3-])#N.[Na+]. (2) Given the product [N+:1]([C:4]1[CH:24]=[CH:23][C:7]2[S:8][C:9]3[C:19](=[O:21])[NH:25][CH2:26][CH2:27][S:28][C:10]=3[C:6]=2[CH:5]=1)([O-:3])=[O:2], predict the reactants needed to synthesize it. The reactants are: [N+:1]([C:4]1[CH:24]=[CH:23][C:7]2[S:8][C:9]([C:19]([O:21]C)=O)=[C:10](OS(C(F)(F)F)(=O)=O)[C:6]=2[CH:5]=1)([O-:3])=[O:2].[NH2:25][CH2:26][CH2:27][SH:28].C1CCN2C(=NCCC2)CC1. (3) Given the product [S:14]1[C:10]2=[CH:11][N:12]=[CH:13][CH:8]=[C:9]2[CH:16]=[CH:15]1, predict the reactants needed to synthesize it. The reactants are: ClC1C=C([C:8]2[CH:13]=[N:12][CH:11]=[C:10]3[S:14][C:15](C4NN=NN=4)=[CH:16][C:9]=23)C=CC=1.N1C=CC=C(B(O)O)C=1.C(=O)([O-])[O-].[Cs+].[Cs+].C(P(C(C)(C)C)C(C)(C)C)(C)(C)C. (4) Given the product [OH:1][C:2]1[CH:6]=[C:5]([C:7]([O:9][CH2:10][C:17]2[CH:18]=[CH:19][CH:20]=[CH:21][CH:22]=2)=[O:8])[O:4][N:3]=1, predict the reactants needed to synthesize it. The reactants are: [OH:1][C:2]1[CH:6]=[C:5]([C:7]([O:9][CH3:10])=[O:8])[O:4][N:3]=1.[C:17]([O-])(=O)[CH2:18][CH2:19][CH2:20][CH2:21][CH2:22][CH2:17][CH2:18][CH2:19][CH2:20][CH2:21][CH3:22].[C:17]([O-])(=O)[CH2:18][CH2:19][CH2:20][CH2:21][CH2:22][CH2:17][CH2:18][CH2:19][CH2:20][CH2:21][CH3:22].C([Sn+2]CCCC)CCC.